Task: Predict the product of the given reaction.. Dataset: Forward reaction prediction with 1.9M reactions from USPTO patents (1976-2016) (1) Given the reactants CS(C)=O.C(Cl)(=O)C(Cl)=O.[C:11]([O:15][C:16]([N:18]1[CH2:23][CH2:22][CH2:21][C@H:20]([OH:24])[C@@H:19]1[C:25]1[CH:30]=[CH:29][CH:28]=[CH:27][CH:26]=1)=[O:17])([CH3:14])([CH3:13])[CH3:12].C(N(CC)CC)C, predict the reaction product. The product is: [C:11]([O:15][C:16]([N:18]1[CH2:23][CH2:22][CH2:21][C:20](=[O:24])[C@@H:19]1[C:25]1[CH:30]=[CH:29][CH:28]=[CH:27][CH:26]=1)=[O:17])([CH3:14])([CH3:12])[CH3:13]. (2) Given the reactants [NH:1]([C:8]1[C:17]2[CH:16]=[N:15][CH:14]=[N:13][C:12]=2[N:11]([O:18]CC2C=CC=CC=2)[C:10](=[O:26])[CH:9]=1)[C:2]1[CH:7]=[CH:6][CH:5]=[CH:4][CH:3]=1.C(OCC)(=O)C.[H][H], predict the reaction product. The product is: [NH:1]([C:8]1[C:17]2[CH:16]=[N:15][CH:14]=[N:13][C:12]=2[N:11]([OH:18])[C:10](=[O:26])[CH:9]=1)[C:2]1[CH:7]=[CH:6][CH:5]=[CH:4][CH:3]=1. (3) The product is: [CH2:1]([O:8][C:12]1[CH:13]=[CH:14][CH:15]=[C:10]([F:9])[N:11]=1)[C:2]1[CH:7]=[CH:6][CH:5]=[CH:4][CH:3]=1. Given the reactants [CH2:1]([OH:8])[C:2]1[CH:7]=[CH:6][CH:5]=[CH:4][CH:3]=1.[F:9][C:10]1[CH:15]=[CH:14][CH:13]=[C:12](F)[N:11]=1.[H-].[Na+].O, predict the reaction product. (4) Given the reactants [C:1]([O:5][C:6](=[O:21])[NH:7][C:8]1[CH:13]=[C:12]([CH:14]=[CH2:15])[C:11]([C:16]([F:19])([F:18])[F:17])=[CH:10][C:9]=1[NH2:20])([CH3:4])([CH3:3])[CH3:2].C([O:26][C:27](=O)[CH2:28][C:29](=[O:42])[C:30]1[CH:35]=[CH:34][CH:33]=[C:32]([C:36]2[CH:37]=[N:38][CH:39]=[CH:40][CH:41]=2)[CH:31]=1)(C)(C)C, predict the reaction product. The product is: [C:1]([O:5][C:6](=[O:21])[NH:7][C:8]1[CH:13]=[C:12]([CH:14]=[CH2:15])[C:11]([C:16]([F:19])([F:18])[F:17])=[CH:10][C:9]=1[NH:20][C:27](=[O:26])[CH2:28][C:29](=[O:42])[C:30]1[CH:35]=[CH:34][CH:33]=[C:32]([C:36]2[CH:37]=[N:38][CH:39]=[CH:40][CH:41]=2)[CH:31]=1)([CH3:2])([CH3:3])[CH3:4]. (5) Given the reactants [CH:1](=[O:10])[C:2]1[CH:9]=[CH:8][CH:7]=[C:4]([CH:5]=[O:6])[CH:3]=1.[BH4-].[Na+], predict the reaction product. The product is: [OH:10][CH2:1][C:2]1[CH:3]=[C:4]([CH:7]=[CH:8][CH:9]=1)[CH:5]=[O:6]. (6) Given the reactants C[O:2][C:3]([C:5]1[C:6]([C:11]2[CH:16]=[C:15]([O:17][CH3:18])[C:14]([O:19][CH3:20])=[C:13]([O:21][CH3:22])[CH:12]=2)=[CH:7][CH:8]=[CH:9][CH:10]=1)=[O:4].[Li+].[OH-], predict the reaction product. The product is: [CH3:22][O:21][C:13]1[CH:12]=[C:11]([C:6]2[C:5]([C:3]([OH:4])=[O:2])=[CH:10][CH:9]=[CH:8][CH:7]=2)[CH:16]=[C:15]([O:17][CH3:18])[C:14]=1[O:19][CH3:20]. (7) Given the reactants [Cl:1][C:2]1[CH:3]=[C:4]([C:9]([C:11]2[CH:16]=[CH:15][CH:14]=[CH:13][CH:12]=2)=[O:10])[CH:5]=[CH:6][C:7]=1[Cl:8].[BH4-].[Na+], predict the reaction product. The product is: [Cl:1][C:2]1[CH:3]=[C:4]([CH:9]([C:11]2[CH:12]=[CH:13][CH:14]=[CH:15][CH:16]=2)[OH:10])[CH:5]=[CH:6][C:7]=1[Cl:8]. (8) Given the reactants [H-].[Na+].[N:3]1([CH2:7][C@H:8]([OH:18])[C:9]([NH:11][C:12]2[CH:17]=[CH:16][CH:15]=[CH:14][N:13]=2)=[O:10])[CH2:6][CH2:5][CH2:4]1.[Cl:19][C:20]1[C:21]([N:28]2[C:32]3=[N:33][CH:34]=[N:35][C:36](Cl)=[C:31]3[CH:30]=[N:29]2)=[C:22]([CH:25]=[CH:26][CH:27]=1)[C:23]#[N:24].[C@H](O)(C([O-])=O)[C@@H](O)C([O-])=O.[Na+].[K+], predict the reaction product. The product is: [N:3]1([CH2:7][C@H:8]([O:18][C:36]2[N:35]=[CH:34][N:33]=[C:32]3[N:28]([C:21]4[C:22]([C:23]#[N:24])=[CH:25][CH:26]=[CH:27][C:20]=4[Cl:19])[N:29]=[CH:30][C:31]=23)[C:9]([NH:11][C:12]2[CH:17]=[CH:16][CH:15]=[CH:14][N:13]=2)=[O:10])[CH2:6][CH2:5][CH2:4]1. (9) Given the reactants C1(S(O)(=O)=O)C=CC=CC=1.[NH2:11][C:12]1[CH:16]=[CH:15][S:14][C:13]=1/[C:17](=[CH:19]/[CH:20]([CH3:22])[CH3:21])/[CH3:18].NC1C=CSC=1/C(=C\C(C)C)/C, predict the reaction product. The product is: [NH2:11][C:12]1[CH:16]=[CH:15][S:14][C:13]=1[C:17]([CH2:19][CH:20]([CH3:22])[CH3:21])=[CH2:18]. (10) Given the reactants [C:1]([C:5]1[CH:10]=[CH:9][C:8]([C:11]2[CH:12]=[CH:13][CH:14]=[C:15]3[C:19]=2[CH2:18][C:17]([CH3:20])=[CH:16]3)=[CH:7][CH:6]=1)([CH3:4])([CH3:3])[CH3:2].[Li]CCCC.C([Cu])#N.Cl[Si:30]([CH:33]1[C:41]2[C:36](=[C:37]([C:57]3[CH:62]=[CH:61][CH:60]=[CH:59][CH:58]=3)[C:38]([O:45][C:46]3[C:51]([F:52])=[C:50]([F:53])[C:49]([F:54])=[C:48]([F:55])[C:47]=3[F:56])=[C:39]([CH:42]([CH3:44])[CH3:43])[CH:40]=2)[CH:35]=[C:34]1[CH3:63])([CH3:32])[CH3:31], predict the reaction product. The product is: [C:1]([C:5]1[CH:10]=[CH:9][C:8]([C:11]2[CH:12]=[CH:13][CH:14]=[C:15]3[C:19]=2[CH:18]=[C:17]([CH3:20])[CH:16]3[Si:30]([CH:33]2[C:41]3[C:36](=[C:37]([C:57]4[CH:62]=[CH:61][CH:60]=[CH:59][CH:58]=4)[C:38]([O:45][C:46]4[C:51]([F:52])=[C:50]([F:53])[C:49]([F:54])=[C:48]([F:55])[C:47]=4[F:56])=[C:39]([CH:42]([CH3:44])[CH3:43])[CH:40]=3)[CH:35]=[C:34]2[CH3:63])([CH3:31])[CH3:32])=[CH:7][CH:6]=1)([CH3:4])([CH3:2])[CH3:3].